This data is from Forward reaction prediction with 1.9M reactions from USPTO patents (1976-2016). The task is: Predict the product of the given reaction. (1) Given the reactants [C@H:1]1([NH:10][C:11]2[O:12][CH2:13][C:14]3[C:20]([NH2:21])=[CH:19][CH:18]=[CH:17][C:15]=3[N:16]=2)[C:9]2[C:4](=[CH:5][CH:6]=[CH:7][CH:8]=2)[CH2:3][CH2:2]1.[CH3:22][S:23](Cl)(=[O:25])=[O:24], predict the reaction product. The product is: [C@H:1]1([NH:10][C:11]2[O:12][CH2:13][C:14]3[C:20]([NH:21][S:23]([CH3:22])(=[O:25])=[O:24])=[CH:19][CH:18]=[CH:17][C:15]=3[N:16]=2)[C:9]2[C:4](=[CH:5][CH:6]=[CH:7][CH:8]=2)[CH2:3][CH2:2]1. (2) Given the reactants F[C:2]1[CH:7]=[CH:6][C:5]([S:8]([C@H:11]2[CH2:15][N:14]([C:16]([O:18][C:19]([CH3:22])([CH3:21])[CH3:20])=[O:17])[C@H:13]([C:23]([O:25][CH3:26])=[O:24])[CH2:12]2)(=[O:10])=[O:9])=[C:4]([C:27]([F:30])([F:29])[F:28])[CH:3]=1.[F:31][C:32]([F:36])([F:35])[CH2:33][OH:34].C(=O)([O-])[O-].[Cs+].[Cs+], predict the reaction product. The product is: [F:31][C:32]([F:36])([F:35])[CH2:33][O:34][C:2]1[CH:7]=[CH:6][C:5]([S:8]([C@H:11]2[CH2:15][N:14]([C:16]([O:18][C:19]([CH3:20])([CH3:22])[CH3:21])=[O:17])[C@H:13]([C:23]([O:25][CH3:26])=[O:24])[CH2:12]2)(=[O:9])=[O:10])=[C:4]([C:27]([F:28])([F:30])[F:29])[CH:3]=1. (3) The product is: [CH3:33][C:34]1[CH:39]=[CH:38][C:37]([CH3:40])=[CH:36][C:35]=1[NH:41][C:2]1[N:7]2[N:8]=[CH:9][C:10]([C:11]([O:13][CH2:14][CH3:15])=[O:12])=[C:6]2[N:5]=[CH:4][C:3]=1[C:16]([N:18]1[CH2:23][CH2:22][C:21]2([C:27]3[CH:28]=[CH:29][CH:30]=[C:31]([F:32])[C:26]=3[O:25][CH2:24]2)[CH2:20][CH2:19]1)=[O:17]. Given the reactants Cl[C:2]1[N:7]2[N:8]=[CH:9][C:10]([C:11]([O:13][CH2:14][CH3:15])=[O:12])=[C:6]2[N:5]=[CH:4][C:3]=1[C:16]([N:18]1[CH2:23][CH2:22][C:21]2([C:27]3[CH:28]=[CH:29][CH:30]=[C:31]([F:32])[C:26]=3[O:25][CH2:24]2)[CH2:20][CH2:19]1)=[O:17].[CH3:33][C:34]1[CH:39]=[CH:38][C:37]([CH3:40])=[CH:36][C:35]=1[NH2:41], predict the reaction product. (4) Given the reactants Cl[C:2]1[N:11]=[C:10]([NH:12][CH2:13][C:14]2[CH:19]=[CH:18][C:17]([NH:20][C:21](=[O:29])[C:22]3[CH:27]=[CH:26][C:25]([F:28])=[CH:24][CH:23]=3)=[CH:16][CH:15]=2)[C:9]2[C:4](=[CH:5][C:6]([CH3:30])=[CH:7][CH:8]=2)[N:3]=1.Cl.[N:32]1[CH:37]=[CH:36][CH:35]=[CH:34][C:33]=1[N:38]1[CH2:43][CH2:42][NH:41][CH2:40][CH2:39]1.CCN(CC)CC, predict the reaction product. The product is: [F:28][C:25]1[CH:26]=[CH:27][C:22]([C:21]([NH:20][C:17]2[CH:18]=[CH:19][C:14]([CH2:13][NH:12][C:10]3[C:9]4[C:4](=[CH:5][C:6]([CH3:30])=[CH:7][CH:8]=4)[N:3]=[C:2]([N:41]4[CH2:42][CH2:43][N:38]([C:33]5[CH:34]=[CH:35][CH:36]=[CH:37][N:32]=5)[CH2:39][CH2:40]4)[N:11]=3)=[CH:15][CH:16]=2)=[O:29])=[CH:23][CH:24]=1. (5) The product is: [CH3:1][O:2][C:3](=[O:16])[C:4]1[CH:9]=[C:8]([O:10][CH3:11])[CH:7]=[C:6]([NH2:12])[C:5]=1[NH2:15]. Given the reactants [CH3:1][O:2][C:3](=[O:16])[C:4]1[CH:9]=[C:8]([O:10][CH3:11])[CH:7]=[C:6]([N+:12]([O-])=O)[C:5]=1[NH2:15].[H][H], predict the reaction product.